Dataset: Forward reaction prediction with 1.9M reactions from USPTO patents (1976-2016). Task: Predict the product of the given reaction. (1) Given the reactants [F:1][C:2]([F:26])([F:25])[O:3][C:4]1[CH:9]=[CH:8][C:7]([N:10]2[CH:14]=[N:13][C:12]([C:15]3[CH:16]=[C:17]([CH2:21][CH2:22][CH2:23][NH2:24])[CH:18]=[CH:19][CH:20]=3)=[N:11]2)=[CH:6][CH:5]=1.[C:27]1([CH3:37])[CH:32]=[CH:31][CH:30]=[CH:29][C:28]=1[NH:33][C:34]([NH2:36])=[S:35].[C:38]([O-])(=[O:40])C.[Na+], predict the reaction product. The product is: [C:27]1([CH3:37])[CH:32]=[CH:31][CH:30]=[CH:29][C:28]=1[NH:33][C:34]([NH:36][C:38]([NH:24][CH2:23][CH2:22][CH2:21][C:17]1[CH:18]=[CH:19][CH:20]=[C:15]([C:12]2[N:13]=[CH:14][N:10]([C:7]3[CH:6]=[CH:5][C:4]([O:3][C:2]([F:1])([F:25])[F:26])=[CH:9][CH:8]=3)[N:11]=2)[CH:16]=1)=[O:40])=[S:35]. (2) Given the reactants [Cl:1][C:2]1[CH:7]=[CH:6][CH:5]=[C:4](I)[CH:3]=1.N1(C2CCCCCCCCCC2)CCCN=CCCCCC1.C1CCN2C(=NCCC2)CC1.[CH2:42]([O:49][C:50]1[N:51]=[N:52][C:53]([C:64]#[CH:65])=[CH:54][C:55]=1[O:56][CH2:57][C:58]1[CH:63]=[CH:62][CH:61]=[CH:60][CH:59]=1)[C:43]1[CH:48]=[CH:47][CH:46]=[CH:45][CH:44]=1, predict the reaction product. The product is: [CH2:42]([O:49][C:50]1[N:51]=[N:52][C:53]([C:64]#[C:65][C:4]2[CH:5]=[CH:6][CH:7]=[C:2]([Cl:1])[CH:3]=2)=[CH:54][C:55]=1[O:56][CH2:57][C:58]1[CH:63]=[CH:62][CH:61]=[CH:60][CH:59]=1)[C:43]1[CH:44]=[CH:45][CH:46]=[CH:47][CH:48]=1. (3) Given the reactants [C:1]([C:3]1[CH:4]=[C:5]([C:13]2[O:17][N:16]=[C:15]([C:18]3[CH:19]=[C:20]4[C:24](=[CH:25][C:26]=3[O:27][CH3:28])[N:23]([CH2:29][CH2:30][CH2:31][C:32]([O:34]CC)=[O:33])[N:22]=[CH:21]4)[N:14]=2)[CH:6]=[CH:7][C:8]=1[O:9][CH:10]([CH3:12])[CH3:11])#[N:2].[OH-].[Na+].Cl, predict the reaction product. The product is: [C:1]([C:3]1[CH:4]=[C:5]([C:13]2[O:17][N:16]=[C:15]([C:18]3[CH:19]=[C:20]4[C:24](=[CH:25][C:26]=3[O:27][CH3:28])[N:23]([CH2:29][CH2:30][CH2:31][C:32]([OH:34])=[O:33])[N:22]=[CH:21]4)[N:14]=2)[CH:6]=[CH:7][C:8]=1[O:9][CH:10]([CH3:12])[CH3:11])#[N:2]. (4) Given the reactants [F:1][C:2]1[CH:10]=[C:9]([F:11])[CH:8]=[C:7]2[C:3]=1[CH2:4][CH2:5][NH:6]2.[Br:12]N1C(=O)CCC1=O, predict the reaction product. The product is: [Br:12][C:10]1[C:2]([F:1])=[C:3]2[C:7](=[CH:8][C:9]=1[F:11])[NH:6][CH2:5][CH2:4]2. (5) Given the reactants [O:1]([C:8]1[CH:13]=[CH:12][C:11]([C:14]2[C:15]([NH:21][CH2:22][CH:23]3[CH2:28][CH2:27][NH:26][CH2:25][CH2:24]3)=[N:16][CH:17]=[N:18][C:19]=2[NH2:20])=[CH:10][CH:9]=1)[C:2]1[CH:7]=[CH:6][CH:5]=[CH:4][CH:3]=1.C(=O)(O)[O-].[Na+].[C:34](Cl)(=[O:37])[CH:35]=[CH2:36], predict the reaction product. The product is: [C:34]([N:26]1[CH2:27][CH2:28][CH:23]([CH2:22][NH:21][C:15]2[C:14]([C:11]3[CH:12]=[CH:13][C:8]([O:1][C:2]4[CH:7]=[CH:6][CH:5]=[CH:4][CH:3]=4)=[CH:9][CH:10]=3)=[C:19]([NH2:20])[N:18]=[CH:17][N:16]=2)[CH2:24][CH2:25]1)(=[O:37])[CH:35]=[CH2:36].